Dataset: Peptide-MHC class II binding affinity with 134,281 pairs from IEDB. Task: Regression. Given a peptide amino acid sequence and an MHC pseudo amino acid sequence, predict their binding affinity value. This is MHC class II binding data. (1) The peptide sequence is LFAAFPSFAGLRPTF. The MHC is DRB3_0202 with pseudo-sequence DRB3_0202. The binding affinity (normalized) is 0.0452. (2) The peptide sequence is DANLISIDIKNDLYEKTL. The MHC is DRB1_0301 with pseudo-sequence DRB1_0301. The binding affinity (normalized) is 0.382. (3) The peptide sequence is TTEGGTKTEAEDVIP. The MHC is HLA-DQA10501-DQB10201 with pseudo-sequence HLA-DQA10501-DQB10201. The binding affinity (normalized) is 0.236. (4) The peptide sequence is NHFFNHHKVMLLGHS. The MHC is DRB1_1602 with pseudo-sequence DRB1_1602. The binding affinity (normalized) is 0.400. (5) The peptide sequence is GPTATFEAMYLGTCQ. The MHC is DRB1_0802 with pseudo-sequence DRB1_0802. The binding affinity (normalized) is 0.257. (6) The peptide sequence is AVIRGKKGAGGITIK. The MHC is DRB1_1302 with pseudo-sequence DRB1_1302. The binding affinity (normalized) is 0.500. (7) The peptide sequence is HSLGKALGHPDKF. The MHC is H-2-IAs with pseudo-sequence H-2-IAs. The binding affinity (normalized) is 0.532. (8) The peptide sequence is FNMLKRARNRVSTVS. The MHC is DRB1_0802 with pseudo-sequence DRB1_0802. The binding affinity (normalized) is 0.691. (9) The peptide sequence is RVPLTSNNGIKQQGI. The MHC is HLA-DQA10501-DQB10301 with pseudo-sequence HLA-DQA10501-DQB10301. The binding affinity (normalized) is 0.399.